Dataset: Full USPTO retrosynthesis dataset with 1.9M reactions from patents (1976-2016). Task: Predict the reactants needed to synthesize the given product. (1) Given the product [NH2:7][C:6]1[N:33]([C:30]2[CH:29]=[CH:28][C:27]([NH:26][C:19](=[O:20])[O:21][C:22]([CH3:25])([CH3:24])[CH3:23])=[CH:32][CH:31]=2)[CH:8]=[N:1][C:2]=1[C:3](=[O:4])[NH2:5], predict the reactants needed to synthesize it. The reactants are: [NH2:1][CH:2]([C:6]#[N:7])[C:3]([NH2:5])=[O:4].[C:8](OCC)(OCC)(OCC)C.[C:19]([NH:26][C:27]1[CH:32]=[CH:31][C:30]([NH2:33])=[CH:29][CH:28]=1)([O:21][C:22]([CH3:25])([CH3:24])[CH3:23])=[O:20]. (2) Given the product [Si:28]([O:13][CH2:12][C@H:10]1[O:11][C@H:5]2[C@H:6]([N:7]=[C:3]([N:2]([CH3:16])[CH3:1])[S:4]2)[C@@H:8]([OH:15])[C@@H:9]1[OH:14])([C:24]([CH3:27])([CH3:26])[CH3:25])([CH3:30])[CH3:29], predict the reactants needed to synthesize it. The reactants are: [CH3:1][N:2]([CH3:16])[C:3]1[S:4][C@H:5]2[O:11][C@H:10]([CH2:12][OH:13])[C@@H:9]([OH:14])[C@H:8]([OH:15])[C@H:6]2[N:7]=1.CCN(CC)CC.[C:24]([Si:28](Cl)([CH3:30])[CH3:29])([CH3:27])([CH3:26])[CH3:25]. (3) Given the product [CH3:15][O:11][CH2:10][C:9]1[CH:12]=[CH:13][C:6]([CH2:5][CH2:4][Br:3])=[CH:7][CH:8]=1, predict the reactants needed to synthesize it. The reactants are: [H-].[Na+].[Br:3][CH2:4][CH2:5][C:6]1[CH:13]=[CH:12][C:9]([CH2:10][OH:11])=[CH:8][CH:7]=1.I[CH3:15].O. (4) Given the product [C:1]([O:5][C:6]([N:8]1[CH2:13][CH2:12][CH:11]([CH2:14][CH2:15][NH:16][C:34]2[N:33]=[C:32]([C:29]3[S:28][C:27]4[CH:26]=[CH:25][CH:24]=[C:23]([C:21](=[O:22])[NH:20][CH:17]5[CH2:18][CH2:19]5)[C:31]=4[CH:30]=3)[C:37]([Br:38])=[CH:36][N:35]=2)[CH2:10][CH2:9]1)=[O:7])([CH3:4])([CH3:3])[CH3:2], predict the reactants needed to synthesize it. The reactants are: [C:1]([O:5][C:6]([N:8]1[CH2:13][CH2:12][CH:11]([CH2:14][CH2:15][NH2:16])[CH2:10][CH2:9]1)=[O:7])([CH3:4])([CH3:3])[CH3:2].[CH:17]1([NH:20][C:21]([C:23]2[C:31]3[CH:30]=[C:29]([C:32]4[C:37]([Br:38])=[CH:36][N:35]=[C:34](Cl)[N:33]=4)[S:28][C:27]=3[CH:26]=[CH:25][CH:24]=2)=[O:22])[CH2:19][CH2:18]1.C(N(C(C)C)CC)(C)C. (5) Given the product [Br:1][C:2]1[C:3]([CH:11]2[CH2:13][CH2:12]2)=[N:4][CH:5]=[C:6]([F:8])[CH:7]=1, predict the reactants needed to synthesize it. The reactants are: [Br:1][C:2]1[C:3](Cl)=[N:4][CH:5]=[C:6]([F:8])[CH:7]=1.[Br-].[CH:11]1([Zn+])[CH2:13][CH2:12]1.